Dataset: Peptide-MHC class II binding affinity with 134,281 pairs from IEDB. Task: Regression. Given a peptide amino acid sequence and an MHC pseudo amino acid sequence, predict their binding affinity value. This is MHC class II binding data. (1) The peptide sequence is GRKNGSFIIDGKSRK. The binding affinity (normalized) is 0.770. The MHC is DRB5_0101 with pseudo-sequence DRB5_0101. (2) The peptide sequence is NTSYRLISCNTSVI. The MHC is HLA-DQA10501-DQB10301 with pseudo-sequence HLA-DQA10501-DQB10301. The binding affinity (normalized) is 0.217.